This data is from Full USPTO retrosynthesis dataset with 1.9M reactions from patents (1976-2016). The task is: Predict the reactants needed to synthesize the given product. Given the product [F:1][C:2]1[CH:3]=[C:4]2[C:8](=[CH:9][CH:10]=1)[N:7]([CH2:11][C:12]([OH:14])=[O:13])[C:6]([CH3:16])=[C:5]2[CH2:17][C:18]1[CH:23]=[CH:22][C:21](=[O:24])[N:20]([CH2:25][C:26]([OH:27])([CH3:29])[CH3:28])[N:19]=1, predict the reactants needed to synthesize it. The reactants are: [F:1][C:2]1[CH:3]=[C:4]2[C:8](=[CH:9][CH:10]=1)[N:7]([CH2:11][C:12]([O:14]C)=[O:13])[C:6]([CH3:16])=[C:5]2[CH2:17][C:18]1[CH:23]=[CH:22][C:21](=[O:24])[NH:20][N:19]=1.[CH3:25][C:26]1([CH3:29])[CH2:28][O:27]1.